Predict the product of the given reaction. From a dataset of Forward reaction prediction with 1.9M reactions from USPTO patents (1976-2016). Given the reactants [N:1]1[C:10]2[C:5](=[CH:6][CH:7]=[CH:8][CH:9]=2)[CH:4]=[CH:3][C:2]=1[CH:11]=O.[O:13]1[C:19]2[CH:20]=[CH:21][C:22]([S:24]([NH2:27])(=[O:26])=[O:25])=[CH:23][C:18]=2[O:17][CH2:16][CH2:15][CH2:14]1.O.[O-2].[O-2].[O-2].O=[Si]=O.O=[Si]=O.O=[Si]=O.O=[Si]=O.[Al+3].[Al+3], predict the reaction product. The product is: [N:1]1[C:10]2[C:5](=[CH:6][CH:7]=[CH:8][CH:9]=2)[CH:4]=[CH:3][C:2]=1[CH:11]=[N:27][S:24]([C:22]1[CH:21]=[CH:20][C:19]2[O:13][CH2:14][CH2:15][CH2:16][O:17][C:18]=2[CH:23]=1)(=[O:25])=[O:26].